This data is from Reaction yield outcomes from USPTO patents with 853,638 reactions. The task is: Predict the reaction yield, written as a fraction of the theoretical maximum amount of product (1.0 means a 100% yield; for example, 0.34 means a 34% yield). (1) The reactants are CN1CCOCC1.[N:8]1([C:13]2[CH:18]=[CH:17][C:16]([C:19]3([C:22]([OH:24])=O)[CH2:21][CH2:20]3)=[CH:15][CH:14]=2)[CH:12]=[CH:11][CH:10]=[N:9]1.Cl.Cl.[NH:27]1[CH2:31][CH2:30][C:29]2([C:39]3[CH:38]=[CH:37][N:36]=[CH:35][C:34]=3[C:33](=[O:40])[O:32]2)[CH2:28]1.F[P-](F)(F)(F)(F)F.N1(O[P+](N(C)C)(N(C)C)N(C)C)C2C=CC=CC=2N=N1.C(O)(C(F)(F)F)=O. The catalyst is CN(C=O)C. The product is [N:8]1([C:13]2[CH:14]=[CH:15][C:16]([C:19]3([C:22]([N:27]4[CH2:31][CH2:30][C@@:29]5([C:39]6[CH:38]=[CH:37][N:36]=[CH:35][C:34]=6[C:33](=[O:40])[O:32]5)[CH2:28]4)=[O:24])[CH2:20][CH2:21]3)=[CH:17][CH:18]=2)[CH:12]=[CH:11][CH:10]=[N:9]1. The yield is 0.300. (2) The reactants are [ClH:1].[CH:2](=[C:9]1[C:15]2[CH:16]=[CH:17][CH:18]=[CH:19][C:14]=2[CH2:13][CH2:12][CH:11]([NH:20]C(OC(C)(C)C)=O)[C:10]1=[O:28])[C:3]1[CH:8]=[CH:7][CH:6]=[CH:5][CH:4]=1. The catalyst is C(OCC)C.O1CCOCC1. The product is [ClH:1].[NH2:20][CH:11]1[CH2:12][CH2:13][C:14]2[CH:19]=[CH:18][CH:17]=[CH:16][C:15]=2[C:9](=[CH:2][C:3]2[CH:8]=[CH:7][CH:6]=[CH:5][CH:4]=2)[C:10]1=[O:28]. The yield is 0.790. (3) The reactants are [Cl:1][C:2]1[S:6][C:5]([C:7]([O:9][CH3:10])=[O:8])=[CH:4][C:3]=1/[C:11](/[N:14]([CH2:17][CH3:18])[N:15]=[CH2:16])=[CH:12]/C.[Cl:19]N1C(=O)CCC1=O. The catalyst is C1COCC1. The product is [Cl:1][C:2]1[S:6][C:5]([C:7]([O:9][CH3:10])=[O:8])=[CH:4][C:3]=1[C:11]1[N:14]([CH2:17][CH3:18])[N:15]=[CH:16][C:12]=1[Cl:19]. The yield is 0.830. (4) The reactants are [Br:1][C:2]1[N:7]=[C:6]([C:8]([OH:10])=O)[CH:5]=[CH:4][CH:3]=1.C(N1C=CN=C1)(N1C=CN=C1)=O.Cl.[CH3:24][C@H:25]1[CH2:30][CH2:29][C@H:28]([NH2:31])[CH2:27][CH2:26]1.C(N(CC)C(C)C)(C)C. The catalyst is CN(C)C=O.C(OCC)(=O)C. The product is [CH3:24][C@H:25]1[CH2:30][CH2:29][C@H:28]([NH:31][C:8](=[O:10])[C:6]2[CH:5]=[CH:4][CH:3]=[C:2]([Br:1])[N:7]=2)[CH2:27][CH2:26]1. The yield is 0.870. (5) The reactants are Cl[C:2]1[C:11]2[C:6](=[CH:7][C:8]([O:14][CH2:15][CH2:16][CH2:17][Cl:18])=[C:9]([O:12][CH3:13])[CH:10]=2)[N:5]=[CH:4][N:3]=1.[NH2:19][C:20]1[CH:21]=[CH:22][C:23]([O:26][CH2:27][C:28]2[CH:33]=[CH:32][CH:31]=[C:30]([Cl:34])[CH:29]=2)=[N:24][CH:25]=1. The catalyst is CC(N(C)C)=O. The product is [Cl:34][C:30]1[CH:29]=[C:28]([CH:33]=[CH:32][CH:31]=1)[CH2:27][O:26][C:23]1[N:24]=[CH:25][C:20]([NH:19][C:2]2[C:11]3[C:6](=[CH:7][C:8]([O:14][CH2:15][CH2:16][CH2:17][Cl:18])=[C:9]([O:12][CH3:13])[CH:10]=3)[N:5]=[CH:4][N:3]=2)=[CH:21][CH:22]=1. The yield is 0.660. (6) The reactants are [Cl:1][C:2]1[CH:7]=[C:6](Cl)[N:5]=[C:4]([S:9][CH3:10])[N:3]=1.[CH3:11][OH:12]. The catalyst is C[O-].[Na+]. The product is [Cl:1][C:2]1[CH:7]=[C:6]([O:12][CH3:11])[N:5]=[C:4]([S:9][CH3:10])[N:3]=1. The yield is 0.750.